From a dataset of CYP1A2 inhibition data for predicting drug metabolism from PubChem BioAssay. Regression/Classification. Given a drug SMILES string, predict its absorption, distribution, metabolism, or excretion properties. Task type varies by dataset: regression for continuous measurements (e.g., permeability, clearance, half-life) or binary classification for categorical outcomes (e.g., BBB penetration, CYP inhibition). Dataset: cyp1a2_veith. (1) The result is 0 (non-inhibitor). The molecule is CCC(=O)OCC(=O)[C@@]1(OC(=O)CC)[C@H](C)C[C@@H]2[C@H]3[C@@H](Cl)CC4=CC(=O)C=C[C@@]4(C)[C@H]3[C@@H](O)C[C@@]21C. (2) The compound is CCN(C(=O)CSc1nc2cc(C(=O)OC)ccc2c(=O)n1Cc1ccco1)c1cccc(C)c1. The result is 1 (inhibitor).